From a dataset of Forward reaction prediction with 1.9M reactions from USPTO patents (1976-2016). Predict the product of the given reaction. (1) Given the reactants [CH3:1][O:2][C:3](=[O:18])[C:4](=O)[CH:5](Cl)[C:6]1[CH:11]=[CH:10][CH:9]=[C:8]([C:12]([F:15])([F:14])[F:13])[CH:7]=1.[NH2:19][C:20]([NH2:22])=[S:21], predict the reaction product. The product is: [CH3:1][O:2][C:3]([C:4]1[N:19]=[C:20]([NH2:22])[S:21][C:5]=1[C:6]1[CH:11]=[CH:10][CH:9]=[C:8]([C:12]([F:15])([F:14])[F:13])[CH:7]=1)=[O:18]. (2) The product is: [OH:13][C:11]([CH3:22])([CH3:12])[CH2:10][O:9][C:8]1[CH:7]=[CH:6][C:5]([N:23]2[CH2:27][CH2:26][C:25]([CH3:40])([O:28][C:29]3[CH:30]=[CH:31][C:32]([O:35][C:36]([F:38])([F:39])[F:37])=[CH:33][CH:34]=3)[C:24]2=[O:41])=[CH:4][C:3]=1[O:2][CH3:1]. Given the reactants [CH3:1][O:2][C:3]1[CH:4]=[C:5]([N:23]2[CH2:27][CH2:26][C:25]([CH3:40])([O:28][C:29]3[CH:34]=[CH:33][C:32]([O:35][C:36]([F:39])([F:38])[F:37])=[CH:31][CH:30]=3)[C:24]2=[O:41])[CH:6]=[CH:7][C:8]=1[O:9][CH2:10][C:11]([CH3:22])([O:13]COCC[Si](C)(C)C)[CH3:12].C(O)(C(F)(F)F)=O, predict the reaction product. (3) Given the reactants [H-].[H-].[H-].[H-].[Li+].[Al+3].C(O[C:10](=O)[CH2:11][C:12]1[N:17]=[C:16]([NH:18][CH3:19])[CH:15]=[CH:14][CH:13]=1)C.[OH2:21].[OH-].[Na+], predict the reaction product. The product is: [CH3:19][NH:18][C:16]1[N:17]=[C:12]([CH:11]([OH:21])[CH3:10])[CH:13]=[CH:14][CH:15]=1. (4) Given the reactants [NH2:1][C:2]1[CH:7]=[CH:6][C:5](Br)=[CH:4][C:3]=1/[C:9](/[CH3:16])=[CH:10]\[C:11]([O:13][CH2:14][CH3:15])=[O:12].CC1(C)C2C(=C(P(C3C=CC=CC=3)C3C=CC=CC=3)C=CC=2)OC2C(P(C3C=CC=CC=3)C3C=CC=CC=3)=CC=CC1=2.CCN(C(C)C)C(C)C.[CH2:68]([SH:75])[C:69]1[CH:74]=[CH:73][CH:72]=[CH:71][CH:70]=1, predict the reaction product. The product is: [NH2:1][C:2]1[CH:7]=[CH:6][C:5]([S:75][CH2:68][C:69]2[CH:74]=[CH:73][CH:72]=[CH:71][CH:70]=2)=[CH:4][C:3]=1/[C:9](/[CH3:16])=[CH:10]\[C:11]([O:13][CH2:14][CH3:15])=[O:12]. (5) Given the reactants [C:1]([N:8]1[CH2:13][CH2:12][C:11]([C:17]2[CH:22]=[CH:21][C:20]([Cl:23])=[CH:19][CH:18]=2)([C:14](O)=[O:15])[CH2:10][CH2:9]1)([O:3][C:4]([CH3:7])([CH3:6])[CH3:5])=[O:2].[CH3:24][N:25]1CCOC[CH2:26]1.C1C=CC2N(O)N=NC=2C=1.Cl.CNC.CN(C(ON1N=NC2C=CC=CC1=2)=[N+](C)C)C.F[P-](F)(F)(F)(F)F.[OH-].[Na+], predict the reaction product. The product is: [C:4]([O:3][C:1]([N:8]1[CH2:13][CH2:12][C:11]([C:17]2[CH:22]=[CH:21][C:20]([Cl:23])=[CH:19][CH:18]=2)([C:14](=[O:15])[N:25]([CH3:26])[CH3:24])[CH2:10][CH2:9]1)=[O:2])([CH3:7])([CH3:6])[CH3:5]. (6) The product is: [OH:1][CH:2]([C:6]1[CH:7]=[CH:8][C:9]([C:12]2[N:16]=[C:15]([C:17]3[O:21][N:20]=[C:19]([C:22]4[CH:27]=[CH:26][CH:25]=[CH:24][CH:23]=4)[C:18]=3[C:28]([F:29])([F:30])[F:31])[O:14][N:13]=2)=[CH:10][CH:11]=1)[C:3]([NH:32][CH2:33][C@@H:34]([OH:36])[CH3:35])=[O:5]. Given the reactants [OH:1][CH:2]([C:6]1[CH:11]=[CH:10][C:9]([C:12]2[N:16]=[C:15]([C:17]3[O:21][N:20]=[C:19]([C:22]4[CH:27]=[CH:26][CH:25]=[CH:24][CH:23]=4)[C:18]=3[C:28]([F:31])([F:30])[F:29])[O:14][N:13]=2)=[CH:8][CH:7]=1)[C:3]([OH:5])=O.[NH2:32][CH2:33][C@@H:34]([OH:36])[CH3:35].CN(C(ON1N=NC2C=CC=NC1=2)=[N+](C)C)C.F[P-](F)(F)(F)(F)F.CN1CCOCC1, predict the reaction product. (7) Given the reactants O.[OH-].[Li+].[F:4][C:5]([F:37])([F:36])[CH2:6][NH:7][C:8]([NH:10][C:11]1[CH:12]=[C:13]([C:17]2[N:21]3[N:22]=[CH:23][C:24]([C:26]4[CH:27]=[C:28]([CH:33]=[CH:34][CH:35]=4)[C:29]([O:31]C)=[O:30])=[CH:25][C:20]3=[N:19][CH:18]=2)[CH:14]=[CH:15][CH:16]=1)=[O:9].Cl, predict the reaction product. The product is: [F:37][C:5]([F:4])([F:36])[CH2:6][NH:7][C:8]([NH:10][C:11]1[CH:12]=[C:13]([C:17]2[N:21]3[N:22]=[CH:23][C:24]([C:26]4[CH:27]=[C:28]([CH:33]=[CH:34][CH:35]=4)[C:29]([OH:31])=[O:30])=[CH:25][C:20]3=[N:19][CH:18]=2)[CH:14]=[CH:15][CH:16]=1)=[O:9]. (8) Given the reactants C(=O)([O-])[O-].[Na+].[Na+].Cl[C:8]1[N:13]=[CH:12][C:11]([C:14]#[N:15])=[CH:10][CH:9]=1.[CH3:16][N:17]1[CH:21]=[C:20](B2OC(C)(C)C(C)(C)O2)[CH:19]=[N:18]1, predict the reaction product. The product is: [CH3:16][N:17]1[CH:21]=[C:20]([C:8]2[N:13]=[CH:12][C:11]([C:14]#[N:15])=[CH:10][CH:9]=2)[CH:19]=[N:18]1. (9) Given the reactants P(Cl)(Cl)(Cl)=O.[Cl:6][CH2:7][CH2:8][O:9][C:10]1[CH:19]=[C:18]([O:20][CH2:21][CH2:22][O:23][CH3:24])[CH:17]=[C:16]2[C:11]=1[C:12](=O)[NH:13][CH:14]=[N:15]2.C(N(C(C)C)CC)(C)C.[NH2:35][C:36]1[CH:40]=[C:39]([CH2:41][C:42]([NH:44][C:45]2[CH:50]=[CH:49][CH:48]=[C:47]([F:51])[C:46]=2[F:52])=[O:43])[NH:38][N:37]=1.Cl, predict the reaction product. The product is: [Cl:6][CH2:7][CH2:8][O:9][C:10]1[CH:19]=[C:18]([O:20][CH2:21][CH2:22][O:23][CH3:24])[CH:17]=[C:16]2[C:11]=1[C:12]([NH:35][C:36]1[CH:40]=[C:39]([CH2:41][C:42]([NH:44][C:45]3[CH:50]=[CH:49][CH:48]=[C:47]([F:51])[C:46]=3[F:52])=[O:43])[NH:38][N:37]=1)=[N:13][CH:14]=[N:15]2.